From a dataset of Forward reaction prediction with 1.9M reactions from USPTO patents (1976-2016). Predict the product of the given reaction. (1) The product is: [ClH:28].[CH:30]([N:33]1[CH2:39][CH2:38][CH2:37][N:36]([C:13]([C:12]2[CH:11]=[CH:10][C:9]([C:6]3[CH:5]=[CH:4][C:3]([C:1]#[N:2])=[N:8][CH:7]=3)=[CH:17][CH:16]=2)=[O:15])[CH2:35][CH2:34]1)([CH3:32])[CH3:31]. Given the reactants [C:1]([C:3]1[N:8]=[CH:7][C:6]([C:9]2[CH:17]=[CH:16][C:12]([C:13]([OH:15])=O)=[CH:11][CH:10]=2)=[CH:5][CH:4]=1)#[N:2].C1C=NC2N(O)N=NC=2C=1.[ClH:28].Cl.[CH:30]([N:33]1[CH2:39][CH2:38][CH2:37][NH:36][CH2:35][CH2:34]1)([CH3:32])[CH3:31].C(N(CC)C(C)C)(C)C.Cl, predict the reaction product. (2) The product is: [CH2:16]([O:24][C:25]1[CH:30]=[CH:29][C:28]([C:2]2[CH:3]=[CH:4][C:5]3[NH:6][C:7]4[C:12]([C:13]=3[CH:14]=2)=[CH:11][C:10]([C:2]2[CH:3]=[CH:4][C:5]([O:37][CH2:34][CH2:9][CH2:8][CH2:7][CH2:12][CH2:11][CH2:39][CH3:40])=[CH:13][CH:14]=2)=[CH:9][CH:8]=4)=[CH:27][CH:26]=1)[CH2:17][CH2:18][CH2:19][CH2:20][CH2:21][CH2:22][CH3:23]. Given the reactants Br[C:2]1[CH:3]=[CH:4][C:5]2[NH:6][C:7]3[C:12]([C:13]=2[CH:14]=1)=[CH:11][C:10](Br)=[CH:9][CH:8]=3.[CH2:16]([O:24][C:25]1[CH:30]=[CH:29][C:28](B(O)O)=[CH:27][CH:26]=1)[CH2:17][CH2:18][CH2:19][CH2:20][CH2:21][CH2:22][CH3:23].[C:34]([O-:37])(O)=O.[Na+].[CH2:39](O)[CH3:40], predict the reaction product.